Dataset: Forward reaction prediction with 1.9M reactions from USPTO patents (1976-2016). Task: Predict the product of the given reaction. (1) Given the reactants [OH:1][C:2]1[CH:11]=[C:10]2[C:5]([C:6]([S:12][CH3:13])=[N:7][CH:8]=[N:9]2)=[CH:4][CH:3]=1.[H-].[Na+].[C:16]([N:19]1[CH2:24][CH2:23][N:22]([C:25](=[O:30])[CH2:26][CH2:27][CH2:28]Cl)[CH2:21][CH2:20]1)(=[O:18])[CH3:17].[Cl-].[NH4+], predict the reaction product. The product is: [C:16]([N:19]1[CH2:24][CH2:23][N:22]([C:25](=[O:30])[CH2:26][CH2:27][CH2:28][O:1][C:2]2[CH:11]=[C:10]3[C:5]([C:6]([S:12][CH3:13])=[N:7][CH:8]=[N:9]3)=[CH:4][CH:3]=2)[CH2:21][CH2:20]1)(=[O:18])[CH3:17]. (2) Given the reactants [Cl:1][C:2]1[C:16]([Cl:17])=[CH:15][C:5]2[NH:6][C:7]([C:9](=[O:14])[C:10]([F:13])([F:12])[F:11])=[N:8][C:4]=2[CH:3]=1.Br[CH:19]=[C:20]([CH3:22])[CH3:21].II.[Mg], predict the reaction product. The product is: [Cl:17][C:16]1[C:2]([Cl:1])=[CH:3][C:4]2[NH:8][C:7]([C:9]([OH:14])([CH:19]=[C:20]([CH3:22])[CH3:21])[C:10]([F:13])([F:11])[F:12])=[N:6][C:5]=2[CH:15]=1. (3) Given the reactants C([N:8]1[CH2:12][CH:11]([CH2:13][OH:14])[CH:10]([C:15]2[CH:20]=[CH:19][CH:18]=[CH:17][C:16]=2[OH:21])[CH2:9]1)C1C=CC=CC=1.CO, predict the reaction product. The product is: [OH:14][CH2:13][C@H:11]1[CH2:12][NH:8][CH2:9][C@H:10]1[C:15]1[CH:20]=[CH:19][CH:18]=[CH:17][C:16]=1[OH:21]. (4) Given the reactants [CH3:1][C:2]1([CH3:8])[CH2:6][O:5][C:4](=[O:7])[NH:3]1.FC(F)(F)C(O[I:14](C1C=CC=CC=1)OC(=O)C(F)(F)F)=O.II, predict the reaction product. The product is: [I:14][N:3]1[C:2]([CH3:8])([CH3:1])[CH2:6][O:5][C:4]1=[O:7]. (5) Given the reactants [F:1][C:2]1[CH:10]=[CH:9][C:5]([C:6]([OH:8])=[O:7])=[CH:4][C:3]=1[CH3:11].C(OC(O[C:15]([CH3:18])([CH3:17])[CH3:16])=O)(O[C:15]([CH3:18])([CH3:17])[CH3:16])=O, predict the reaction product. The product is: [F:1][C:2]1[CH:10]=[CH:9][C:5]([C:6]([O:8][C:15]([CH3:18])([CH3:17])[CH3:16])=[O:7])=[CH:4][C:3]=1[CH3:11]. (6) Given the reactants [CH2:1]([NH:8][C:9](=O)[CH:10]([C:15]([F:18])([F:17])[F:16])[C:11]([F:14])([F:13])[F:12])[C:2]1[CH:7]=[CH:6][CH:5]=[CH:4][CH:3]=1, predict the reaction product. The product is: [CH2:1]([NH:8][CH2:9][CH:10]([C:11]([F:12])([F:14])[F:13])[C:15]([F:16])([F:17])[F:18])[C:2]1[CH:3]=[CH:4][CH:5]=[CH:6][CH:7]=1. (7) Given the reactants [CH3:1][O:2][C:3](=[O:37])[C@@H:4]([NH:14][C:15]([C:17]1[S:18][C:19]([C:24](=[O:36])[NH:25][CH2:26][C:27]2[CH:35]=[CH:34][CH:33]=[C:32]3[C:28]=2[CH:29]=[N:30][NH:31]3)=[CH:20][C:21]=1[C:22]#[N:23])=[O:16])[CH2:5][NH:6]C(OC(C)(C)C)=O.[ClH:38], predict the reaction product. The product is: [ClH:38].[CH3:1][O:2][C:3](=[O:37])[C@@H:4]([NH:14][C:15]([C:17]1[S:18][C:19]([C:24](=[O:36])[NH:25][CH2:26][C:27]2[CH:35]=[CH:34][CH:33]=[C:32]3[C:28]=2[CH:29]=[N:30][NH:31]3)=[CH:20][C:21]=1[C:22]#[N:23])=[O:16])[CH2:5][NH2:6]. (8) Given the reactants [C:1]1([N:7]([C:15]2[CH:20]=[CH:19][CH:18]=[CH:17][CH:16]=2)[C:8]2[CH:13]=[CH:12][C:11]([CH3:14])=[CH:10][CH:9]=2)[CH:6]=[CH:5][CH:4]=[CH:3][CH:2]=1.[I-:21].[K+].[I:23]([O-])(=O)=O.[K+], predict the reaction product. The product is: [I:21][C:18]1[CH:17]=[CH:16][C:15]([N:7]([C:1]2[CH:2]=[CH:3][C:4]([I:23])=[CH:5][CH:6]=2)[C:8]2[CH:13]=[CH:12][C:11]([CH3:14])=[CH:10][CH:9]=2)=[CH:20][CH:19]=1. (9) The product is: [NH:20]1[C:28]2[C:23](=[C:24]([C:2]3[N:3]=[C:4]([N:14]4[CH2:19][CH2:18][O:17][CH2:16][CH2:15]4)[C:5]4[S:10][C:9]([C:11]([OH:13])=[O:12])=[CH:8][C:6]=4[N:7]=3)[CH:25]=[CH:26][CH:27]=2)[CH:22]=[N:21]1. Given the reactants Cl[C:2]1[N:3]=[C:4]([N:14]2[CH2:19][CH2:18][O:17][CH2:16][CH2:15]2)[C:5]2[S:10][C:9]([C:11]([OH:13])=[O:12])=[CH:8][C:6]=2[N:7]=1.[NH:20]1[C:28]2[C:23](=[C:24](B(O)O)[CH:25]=[CH:26][CH:27]=2)[CH:22]=[N:21]1, predict the reaction product.